This data is from Full USPTO retrosynthesis dataset with 1.9M reactions from patents (1976-2016). The task is: Predict the reactants needed to synthesize the given product. (1) Given the product [CH2:8]([C:10]1[CH:15]=[CH:14][CH:13]=[C:12]([CH2:16][CH3:17])[C:11]=1[C:18]1[CH:27]=[C:26]([O:28][CH3:29])[C:25]2[CH:24]([N:30]([CH3:2])[C:31]3[C:40]4[C:35](=[CH:36][CH:37]=[CH:38][CH:39]=4)[CH:34]=[CH:33][CH:32]=3)[CH2:23][CH2:22][CH2:21][C:20]=2[N:19]=1)[CH3:9], predict the reactants needed to synthesize it. The reactants are: F[C:2](F)(F)C([O-])=O.[CH2:8]([C:10]1[CH:15]=[CH:14][CH:13]=[C:12]([CH2:16][CH3:17])[C:11]=1[C:18]1[CH:27]=[C:26]([O:28][CH3:29])[C:25]2[CH:24]([NH:30][C:31]3[C:40]4[C:35](=[CH:36][CH:37]=[CH:38][CH:39]=4)[CH:34]=[CH:33][CH:32]=3)[CH2:23][CH2:22][CH2:21][C:20]=2[N:19]=1)[CH3:9].C=O.C([BH3-])#N.[Na+].C(O)(=O)C. (2) The reactants are: Br[C:2]1[S:6][CH:5]=[C:4]([CH:7]=[O:8])[CH:3]=1.C([O-])([O-])=O.[K+].[K+].CO[CH2:17][CH2:18]OC. Given the product [CH:17]([C:2]1[S:6][CH:5]=[C:4]([CH:7]=[O:8])[CH:3]=1)=[CH2:18], predict the reactants needed to synthesize it. (3) Given the product [Cl:22][C:20]([Cl:23])=[CH:21][C:4]([C:3]1[C:2]([Cl:1])=[N:10][C:9]([Cl:11])=[CH:8][C:7]=1[C:12]([F:15])([F:14])[F:13])=[O:5], predict the reactants needed to synthesize it. The reactants are: [Cl:1][C:2]1[N:10]=[C:9]([Cl:11])[CH:8]=[C:7]([C:12]([F:15])([F:14])[F:13])[C:3]=1[C:4](Cl)=[O:5].[Al+3].[Cl-].[Cl-].[Cl-].[C:20]([Cl:23])([Cl:22])=[CH2:21]. (4) Given the product [F:20][C:18]([F:19])([F:21])[C:15]1[N:13]2[N:14]=[C:9]([N:5]3[CH2:6][CH2:7][CH:2]([OH:1])[CH2:3][CH2:4]3)[CH:10]=[CH:11][C:12]2=[N:17][N:16]=1, predict the reactants needed to synthesize it. The reactants are: [OH:1][CH:2]1[CH2:7][CH2:6][NH:5][CH2:4][CH2:3]1.Cl[C:9]1[CH:10]=[CH:11][C:12]2[N:13]([C:15]([C:18]([F:21])([F:20])[F:19])=[N:16][N:17]=2)[N:14]=1.CCN(C(C)C)C(C)C.CCOCC.